Task: Regression. Given two drug SMILES strings and cell line genomic features, predict the synergy score measuring deviation from expected non-interaction effect.. Dataset: NCI-60 drug combinations with 297,098 pairs across 59 cell lines (1) Drug 2: C1CNP(=O)(OC1)N(CCCl)CCCl. Cell line: LOX IMVI. Drug 1: CN(CCCl)CCCl.Cl. Synergy scores: CSS=17.6, Synergy_ZIP=-7.27, Synergy_Bliss=-1.84, Synergy_Loewe=-26.2, Synergy_HSA=-1.92. (2) Drug 1: CC1=C(C=C(C=C1)NC(=O)C2=CC=C(C=C2)CN3CCN(CC3)C)NC4=NC=CC(=N4)C5=CN=CC=C5. Drug 2: N.N.Cl[Pt+2]Cl. Cell line: SF-539. Synergy scores: CSS=54.1, Synergy_ZIP=1.89, Synergy_Bliss=0.465, Synergy_Loewe=1.91, Synergy_HSA=4.23. (3) Drug 1: CC(CN1CC(=O)NC(=O)C1)N2CC(=O)NC(=O)C2. Drug 2: B(C(CC(C)C)NC(=O)C(CC1=CC=CC=C1)NC(=O)C2=NC=CN=C2)(O)O. Cell line: SN12C. Synergy scores: CSS=21.6, Synergy_ZIP=-7.80, Synergy_Bliss=-4.46, Synergy_Loewe=-1.88, Synergy_HSA=-1.92. (4) Drug 1: CC1=C(C(CCC1)(C)C)C=CC(=CC=CC(=CC(=O)O)C)C. Drug 2: CCCCCOC(=O)NC1=NC(=O)N(C=C1F)C2C(C(C(O2)C)O)O. Cell line: UACC62. Synergy scores: CSS=1.96, Synergy_ZIP=-1.38, Synergy_Bliss=-0.781, Synergy_Loewe=0.0486, Synergy_HSA=0.0487. (5) Drug 1: CC1=C2C(C(=O)C3(C(CC4C(C3C(C(C2(C)C)(CC1OC(=O)C(C(C5=CC=CC=C5)NC(=O)OC(C)(C)C)O)O)OC(=O)C6=CC=CC=C6)(CO4)OC(=O)C)OC)C)OC. Drug 2: C1C(C(OC1N2C=NC3=C(N=C(N=C32)Cl)N)CO)O. Cell line: OVCAR3. Synergy scores: CSS=47.8, Synergy_ZIP=2.13, Synergy_Bliss=1.44, Synergy_Loewe=-7.80, Synergy_HSA=2.11. (6) Drug 1: CC12CCC3C(C1CCC2=O)CC(=C)C4=CC(=O)C=CC34C. Drug 2: C(=O)(N)NO. Cell line: MDA-MB-435. Synergy scores: CSS=37.9, Synergy_ZIP=3.96, Synergy_Bliss=3.76, Synergy_Loewe=-18.4, Synergy_HSA=-0.626. (7) Drug 1: C1CC(C1)(C(=O)O)C(=O)O.[NH2-].[NH2-].[Pt+2]. Drug 2: CC1=C2C(C(=O)C3(C(CC4C(C3C(C(C2(C)C)(CC1OC(=O)C(C(C5=CC=CC=C5)NC(=O)OC(C)(C)C)O)O)OC(=O)C6=CC=CC=C6)(CO4)OC(=O)C)O)C)O. Cell line: DU-145. Synergy scores: CSS=32.9, Synergy_ZIP=1.12, Synergy_Bliss=0.329, Synergy_Loewe=-0.479, Synergy_HSA=-0.971. (8) Drug 1: C1CCC(CC1)NC(=O)N(CCCl)N=O. Drug 2: CN(CC1=CN=C2C(=N1)C(=NC(=N2)N)N)C3=CC=C(C=C3)C(=O)NC(CCC(=O)O)C(=O)O. Cell line: HCT-15. Synergy scores: CSS=62.9, Synergy_ZIP=0.624, Synergy_Bliss=0.378, Synergy_Loewe=-6.59, Synergy_HSA=2.88. (9) Drug 1: COC1=CC(=CC(=C1O)OC)C2C3C(COC3=O)C(C4=CC5=C(C=C24)OCO5)OC6C(C(C7C(O6)COC(O7)C8=CC=CS8)O)O. Drug 2: CCC1(CC2CC(C3=C(CCN(C2)C1)C4=CC=CC=C4N3)(C5=C(C=C6C(=C5)C78CCN9C7C(C=CC9)(C(C(C8N6C)(C(=O)OC)O)OC(=O)C)CC)OC)C(=O)OC)O.OS(=O)(=O)O. Cell line: SF-268. Synergy scores: CSS=33.6, Synergy_ZIP=-9.29, Synergy_Bliss=-3.39, Synergy_Loewe=-0.447, Synergy_HSA=0.828. (10) Drug 1: CN1CCC(CC1)COC2=C(C=C3C(=C2)N=CN=C3NC4=C(C=C(C=C4)Br)F)OC. Drug 2: CC12CCC3C(C1CCC2=O)CC(=C)C4=CC(=O)C=CC34C. Cell line: TK-10. Synergy scores: CSS=29.6, Synergy_ZIP=-2.85, Synergy_Bliss=-2.66, Synergy_Loewe=-6.46, Synergy_HSA=-0.684.